Dataset: Catalyst prediction with 721,799 reactions and 888 catalyst types from USPTO. Task: Predict which catalyst facilitates the given reaction. Reactant: [F:1][C:2]1[CH:7]=[CH:6][C:5]([C:8]2[N:12](/[CH:13]=[CH:14]/[CH2:15][OH:16])[C:11]([CH:17]([CH3:19])[CH3:18])=[N:10][C:9]=2[C:20]2[CH:25]=[CH:24][N:23]=[C:22]([NH:26][C:27]3[CH:32]=[CH:31][CH:30]=[CH:29][CH:28]=3)[N:21]=2)=[CH:4][CH:3]=1. Product: [F:1][C:2]1[CH:3]=[CH:4][C:5]([C:8]2[N:12](/[CH:13]=[CH:14]/[CH:15]=[O:16])[C:11]([CH:17]([CH3:18])[CH3:19])=[N:10][C:9]=2[C:20]2[CH:25]=[CH:24][N:23]=[C:22]([NH:26][C:27]3[CH:28]=[CH:29][CH:30]=[CH:31][CH:32]=3)[N:21]=2)=[CH:6][CH:7]=1.[F:1][C:2]1[CH:7]=[CH:6][C:5]([C:8]2[N:12]=[C:11]([CH:17]([CH3:19])[CH3:18])[N:10](/[CH:13]=[CH:14]/[CH:15]=[O:16])[C:9]=2[C:20]2[CH:25]=[CH:24][N:23]=[C:22]([NH:26][C:27]3[CH:32]=[CH:31][CH:30]=[CH:29][CH:28]=3)[N:21]=2)=[CH:4][CH:3]=1. The catalyst class is: 327.